This data is from Reaction yield outcomes from USPTO patents with 853,638 reactions. The task is: Predict the reaction yield, written as a fraction of the theoretical maximum amount of product (1.0 means a 100% yield; for example, 0.34 means a 34% yield). The reactants are [CH3:1][C:2]([C:13]1[NH:14][C:15]2[C:20]([CH:21]=1)=[CH:19][C:18]([N+:22]([O-])=O)=[CH:17][CH:16]=2)([CH3:12])[CH2:3][NH:4][C:5](=[O:11])[O:6][C:7]([CH3:10])([CH3:9])[CH3:8].C([O-])=O.[NH4+]. The catalyst is C1COCC1.O.[Pd]. The product is [NH2:22][C:18]1[CH:19]=[C:20]2[C:15](=[CH:16][CH:17]=1)[NH:14][C:13]([C:2]([CH3:12])([CH3:1])[CH2:3][NH:4][C:5](=[O:11])[O:6][C:7]([CH3:9])([CH3:8])[CH3:10])=[CH:21]2. The yield is 0.800.